The task is: Predict the product of the given reaction.. This data is from Forward reaction prediction with 1.9M reactions from USPTO patents (1976-2016). (1) Given the reactants C(N(CC)CC)C.[NH:8]1[C:16]2[C:11](=[CH:12][CH:13]=[CH:14][CH:15]=2)[C:10]([C:17](=[O:26])[C:18]([N:20]2[CH2:25][CH2:24][NH:23][CH2:22][CH2:21]2)=[O:19])=[CH:9]1.Cl[C:28]([C:34]1[CH:39]=[CH:38][CH:37]=[CH:36][CH:35]=1)=[C:29]([C:32]#[N:33])[C:30]#[N:31], predict the reaction product. The product is: [NH:8]1[C:16]2[C:11](=[CH:12][CH:13]=[CH:14][CH:15]=2)[C:10]([C:17](=[O:26])[C:18]([N:20]2[CH2:21][CH2:22][N:23]([C:28]([C:34]3[CH:39]=[CH:38][CH:37]=[CH:36][CH:35]=3)=[C:29]([C:32]#[N:33])[C:30]#[N:31])[CH2:24][CH2:25]2)=[O:19])=[CH:9]1. (2) Given the reactants [CH:1]1[CH:2]=[CH:3][C:4]([C:7]2[O:20][C:12]3=[CH:13][C:14]([OH:19])=[C:15]([OH:18])[C:16]([OH:17])=[C:11]3[C:9](=[O:10])[CH:8]=2)=[CH:5][CH:6]=1.[CH2:21]=O.[OH:23][CH:24]1[CH2:29][CH2:28][NH:27][CH2:26][CH2:25]1, predict the reaction product. The product is: [OH:17][C:16]1[C:15]([OH:18])=[C:14]([OH:19])[C:13]([CH2:21][N:27]2[CH2:28][CH2:29][CH:24]([OH:23])[CH2:25][CH2:26]2)=[C:12]2[C:11]=1[C:9](=[O:10])[CH:8]=[C:7]([C:4]1[CH:3]=[CH:2][CH:1]=[CH:6][CH:5]=1)[O:20]2. (3) Given the reactants [C:1]12([NH2:11])[CH2:10][CH:5]3[CH2:6][CH:7]([CH2:9][CH:3]([CH2:4]3)[CH2:2]1)[CH2:8]2.[NH2:12][C:13]1[N:18]=[CH:17][C:16]([CH:19]=O)=[CH:15][N:14]=1, predict the reaction product. The product is: [C:1]12([NH:11][CH2:19][C:16]3[CH:15]=[N:14][C:13]([NH2:12])=[N:18][CH:17]=3)[CH2:8][CH:7]3[CH2:6][CH:5]([CH2:4][CH:3]([CH2:9]3)[CH2:2]1)[CH2:10]2. (4) Given the reactants [NH2:1][C:2]1[C:11]([F:12])=[C:10]([NH:13][CH2:14][CH2:15][NH:16][C:17]2[CH:22]=[CH:21][C:20]([C:23]([O:25]CC)=[O:24])=[CH:19][N:18]=2)[C:9]([O:28][CH3:29])=[C:8]2[C:3]=1[C:4](=[O:33])[CH:5]=[CH:6][N:7]2[CH:30]1[CH2:32][CH2:31]1.Cl, predict the reaction product. The product is: [NH2:1][C:2]1[C:11]([F:12])=[C:10]([NH:13][CH2:14][CH2:15][NH:16][C:17]2[CH:22]=[CH:21][C:20]([C:23]([OH:25])=[O:24])=[CH:19][N:18]=2)[C:9]([O:28][CH3:29])=[C:8]2[C:3]=1[C:4](=[O:33])[CH:5]=[CH:6][N:7]2[CH:30]1[CH2:32][CH2:31]1. (5) Given the reactants [N:1]1([C:7]2[N:8]=[C:9]([CH2:14][C:15]([O-:17])=O)[NH:10][C:11](=[O:13])[CH:12]=2)[CH2:6][CH2:5][O:4][CH2:3][CH2:2]1.[Na+].Cl.[CH3:20][C:21]1[CH:29]=[CH:28][CH:27]=[C:26]2[C:22]=1[CH2:23][CH2:24][NH:25]2.Cl.CN(C)CCCN=C=NCC, predict the reaction product. The product is: [CH3:20][C:21]1[CH:29]=[CH:28][CH:27]=[C:26]2[C:22]=1[CH2:23][CH2:24][N:25]2[C:15](=[O:17])[CH2:14][C:9]1[NH:10][C:11](=[O:13])[CH:12]=[C:7]([N:1]2[CH2:2][CH2:3][O:4][CH2:5][CH2:6]2)[N:8]=1. (6) Given the reactants Cl.[CH2:2]([O:4][C:5](=[O:25])[C@@H:6]([CH3:24])[CH2:7][CH:8]([NH2:23])[CH2:9][C:10]1[CH:15]=[CH:14][C:13]([C:16]2[CH:21]=[CH:20][CH:19]=[C:18]([Cl:22])[CH:17]=2)=[CH:12][CH:11]=1)[CH3:3].[O:26]1[C:30](=[O:31])[CH2:29][CH2:28][C:27]1=[O:32].N1C=CC=CC=1.Cl, predict the reaction product. The product is: [CH2:2]([O:4][C:5](=[O:25])[C@H:6]([CH3:24])[CH2:7][C@H:8]([NH:23][C:30](=[O:31])[CH2:29][CH2:28][C:27]([OH:32])=[O:26])[CH2:9][C:10]1[CH:15]=[CH:14][C:13]([C:16]2[CH:21]=[CH:20][CH:19]=[C:18]([Cl:22])[CH:17]=2)=[CH:12][CH:11]=1)[CH3:3].